This data is from Forward reaction prediction with 1.9M reactions from USPTO patents (1976-2016). The task is: Predict the product of the given reaction. Given the reactants [C:1]1([CH2:7][N:8]2[CH2:13][CH2:12][CH:11]([NH:14][CH2:15][C:16]3[C:17]([NH:22]C(=O)C(C)(C)C)=[N:18][CH:19]=[CH:20][CH:21]=3)[CH2:10][CH2:9]2)[CH:6]=[CH:5][CH:4]=[CH:3][CH:2]=1, predict the reaction product. The product is: [NH2:22][C:17]1[C:16]([CH2:15][NH:14][CH:11]2[CH2:10][CH2:9][N:8]([CH2:7][C:1]3[CH:6]=[CH:5][CH:4]=[CH:3][CH:2]=3)[CH2:13][CH2:12]2)=[CH:21][CH:20]=[CH:19][N:18]=1.